From a dataset of Catalyst prediction with 721,799 reactions and 888 catalyst types from USPTO. Predict which catalyst facilitates the given reaction. Reactant: [C:1]([O:5][C:6](=[O:20])[C@@H:7]([NH:12][C:13]([O:15][C:16]([CH3:19])([CH3:18])[CH3:17])=[O:14])[CH2:8][CH2:9][CH2:10][NH2:11])([CH3:4])([CH3:3])[CH3:2].[N:21]1[C:30]2[C:29](=O)[CH2:28][CH2:27][CH2:26][C:25]=2[CH:24]=[CH:23][CH:22]=1.[BH4-].[Na+]. Product: [C:1]([O:5][C:6](=[O:20])[C@@H:7]([NH:12][C:13]([O:15][C:16]([CH3:19])([CH3:18])[CH3:17])=[O:14])[CH2:8][CH2:9][CH2:10][NH:11][CH:29]1[C:30]2[N:21]=[CH:22][CH:23]=[CH:24][C:25]=2[CH2:26][CH2:27][CH2:28]1)([CH3:4])([CH3:3])[CH3:2]. The catalyst class is: 5.